This data is from Reaction yield outcomes from USPTO patents with 853,638 reactions. The task is: Predict the reaction yield, written as a fraction of the theoretical maximum amount of product (1.0 means a 100% yield; for example, 0.34 means a 34% yield). The reactants are [F:1][C:2]([F:7])([F:6])[C:3]([OH:5])=[O:4].[F:8][C:9]([F:14])([F:13])[C:10]([OH:12])=[O:11].FC(F)(F)C(O)=O.[Cl:22][C:23]1[CH:24]=[N:25][C:26]2[NH:27][C:28]3[CH:29]=[N:30][CH:31]=[C:32]([CH:53]=3)[CH2:33][CH2:34][C:35]3[CH:43]=[C:39]([NH:40][C:41]=1[N:42]=2)[CH:38]=[CH:37][C:36]=3[NH:44][C:45](=[O:52])[CH2:46][CH:47]1[CH2:51][CH2:50][NH:49][CH2:48]1.[CH3:54][S:55](Cl)(=[O:57])=[O:56]. No catalyst specified. The product is [F:1][C:2]([F:7])([F:6])[C:3]([OH:5])=[O:4].[F:8][C:9]([F:14])([F:13])[C:10]([OH:12])=[O:11].[Cl:22][C:23]1[CH:24]=[N:25][C:26]2[NH:27][C:28]3[CH:29]=[N:30][CH:31]=[C:32]([CH:53]=3)[CH2:33][CH2:34][C:35]3[CH:43]=[C:39]([NH:40][C:41]=1[N:42]=2)[CH:38]=[CH:37][C:36]=3[NH:44][C:45](=[O:52])[CH2:46][CH:47]1[CH2:51][CH2:50][N:49]([S:55]([CH3:54])(=[O:57])=[O:56])[CH2:48]1. The yield is 0.480.